Predict the product of the given reaction. From a dataset of Forward reaction prediction with 1.9M reactions from USPTO patents (1976-2016). (1) Given the reactants [NH2:1][C:2]1[CH:3]=[C:4]([CH:7]=[CH:8][C:9]=1[NH:10][CH2:11][CH3:12])[C:5]#[N:6].[F:13][C:14]1[CH:15]=[C:16]([N:20]2[C:24]([CH2:25][C:26](O)=O)=[CH:23][CH:22]=[N:21]2)[CH:17]=[CH:18][CH:19]=1.Cl.CN(C)CCCN=C=NCC, predict the reaction product. The product is: [CH2:11]([N:10]1[C:9]2[CH:8]=[CH:7][C:4]([C:5]#[N:6])=[CH:3][C:2]=2[N:1]=[C:26]1[CH2:25][C:24]1[N:20]([C:16]2[CH:17]=[CH:18][CH:19]=[C:14]([F:13])[CH:15]=2)[N:21]=[CH:22][CH:23]=1)[CH3:12]. (2) Given the reactants [Cl:1][C:2]1[N:11]=[CH:10][C:9]2[C:8](=[O:12])[NH:7][CH:6]=[N:5][C:4]=2[CH:3]=1.[H-].[Na+].[CH3:15][Si:16]([CH3:23])([CH3:22])[CH2:17][CH2:18][O:19][CH2:20]Cl, predict the reaction product. The product is: [Cl:1][C:2]1[N:11]=[CH:10][C:9]2[C:8](=[O:12])[N:7]([CH2:20][O:19][CH2:18][CH2:17][Si:16]([CH3:23])([CH3:22])[CH3:15])[CH:6]=[N:5][C:4]=2[CH:3]=1. (3) Given the reactants [CH2:1]([C@H:3]1[C@@H:7]([C:8]2[N:12]3[C:13]4[C:19](I)=[CH:18][N:17]([CH2:21][O:22][CH2:23][CH2:24][Si:25]([CH3:28])([CH3:27])[CH3:26])[C:14]=4[N:15]=[CH:16][C:11]3=[N:10][N:9]=2)[CH2:6][C@@H:5]([NH:29][S:30]([CH:33]2[CH2:35][CH2:34]2)(=[O:32])=[O:31])[CH2:4]1)[CH3:2].[C-:36]#[N:37].[K+], predict the reaction product. The product is: [C:36]([C:19]1[C:13]2[N:12]3[C:8]([C@@H:7]4[C@H:3]([CH2:1][CH3:2])[CH2:4][C@H:5]([NH:29][S:30]([CH:33]5[CH2:35][CH2:34]5)(=[O:32])=[O:31])[CH2:6]4)=[N:9][N:10]=[C:11]3[CH:16]=[N:15][C:14]=2[N:17]([CH2:21][O:22][CH2:23][CH2:24][Si:25]([CH3:27])([CH3:26])[CH3:28])[CH:18]=1)#[N:37]. (4) Given the reactants C([O-])(=O)C.[O:5]=[CH:6][C@@H:7]([C@H:9]([C@@H:11]([C@@H:13]([CH2:15][OH:16])[OH:14])[OH:12])[OH:10])[OH:8].CC1N(C)N(C2C=CC=CC=2)C(=O)C=1N.CCN(C1C=C(C)C=CC=1)CC(O)CS([O-])(=O)=O.[Na+], predict the reaction product. The product is: [CH2:15]([OH:16])[C@@H:13]([OH:14])[C@@H:11]([OH:12])[C@H:9]([OH:10])[C:7]([CH:6]=[O:5])=[O:8]. (5) Given the reactants Br[CH2:2]/[CH:3]=[CH:4]/[C:5]([NH:7][C:8]1[CH:9]=[C:10]2[C:15](=[CH:16][C:17]=1[O:18][CH3:19])[N:14]=[CH:13][N:12]=[C:11]2[NH:20][C:21]1[CH:26]=[CH:25][C:24]([F:27])=[C:23]([Cl:28])[CH:22]=1)=[O:6].Cl.[CH2:30]1[C:33]2([CH2:37][CH2:36][CH2:35][CH2:34]2)[CH2:32][NH:31]1.C(=O)([O-])[O-].[K+].[K+].O, predict the reaction product. The product is: [Cl:28][C:23]1[CH:22]=[C:21]([NH:20][C:11]2[C:10]3[C:15](=[CH:16][C:17]([O:18][CH3:19])=[C:8]([NH:7][C:5](=[O:6])[CH:4]=[CH:3][CH2:2][N:31]4[CH2:32][C:33]5([CH2:37][CH2:36][CH2:35][CH2:34]5)[CH2:30]4)[CH:9]=3)[N:14]=[CH:13][N:12]=2)[CH:26]=[CH:25][C:24]=1[F:27]. (6) Given the reactants [F:1][C:2]([F:18])([F:17])[CH2:3][CH2:4][NH:5][NH:6]C(OCC1C=CC=CC=1)=O.[ClH:19], predict the reaction product. The product is: [ClH:19].[ClH:19].[F:1][C:2]([F:18])([F:17])[CH2:3][CH2:4][NH:5][NH2:6].